This data is from Reaction yield outcomes from USPTO patents with 853,638 reactions. The task is: Predict the reaction yield, written as a fraction of the theoretical maximum amount of product (1.0 means a 100% yield; for example, 0.34 means a 34% yield). (1) The yield is 0.680. The catalyst is CC(O)=O. The product is [NH2:22][C:3]1[C:2]([F:1])=[C:7]([C:8]([C:10]2[CH:11]=[C:12]3[C:17](=[CH:18][CH:19]=2)[N:16]=[CH:15][CH:14]=[CH:13]3)=[O:9])[C:6]([F:20])=[C:5]([F:21])[CH:4]=1. The reactants are [F:1][C:2]1[C:7]([C:8]([C:10]2[CH:11]=[C:12]3[C:17](=[CH:18][CH:19]=2)[N:16]=[CH:15][CH:14]=[CH:13]3)=[O:9])=[C:6]([F:20])[C:5]([F:21])=[CH:4][C:3]=1[NH:22]C(=O)C(C)(C)C.Cl. (2) The reactants are [CH3:1][N:2]([CH3:17])[C:3]1[CH:12]=[CH:11][CH:10]=[C:9]2[C:4]=1[CH2:5][CH2:6][C:7]([NH2:16])([C:13]([OH:15])=[O:14])[CH2:8]2.C(N(CC)CC)C.[C:25](=O)([O:41]N1C(=O)CCC1=O)[O:26][CH2:27][CH:28]1[C:40]2[CH:39]=[CH:38][CH:37]=[CH:36][C:35]=2[C:34]2[C:29]1=[CH:30][CH:31]=[CH:32][CH:33]=2. The catalyst is C(#N)C.O. The product is [C:25]([CH:8]1[C:9]2[C:4](=[C:3]([N:2]([CH3:17])[CH3:1])[CH:12]=[CH:11][CH:10]=2)[CH2:5][CH2:6][C:7]1([NH2:16])[C:13]([OH:15])=[O:14])([O:26][CH2:27][CH:28]1[C:29]2[C:34](=[CH:33][CH:32]=[CH:31][CH:30]=2)[C:35]2[C:40]1=[CH:39][CH:38]=[CH:37][CH:36]=2)=[O:41]. The yield is 0.610. (3) The reactants are [Sn](Cl)(Cl)(Cl)Cl.[S:6]1[CH:10]=[CH:9][C:8]2[CH:11]=[C:12]([C:15]3(O)[C:24]4[C:19](=[CH:20][CH:21]=[CH:22][CH:23]=4)[CH2:18][N:17]([CH3:25])[CH2:16]3)[CH:13]=[CH:14][C:7]1=2.C[Si]([C:31]#[N:32])(C)C.C(=O)([O-])[O-].[K+].[K+].O.[F-].[K+]. The catalyst is ClCCl.O. The product is [S:6]1[CH:10]=[CH:9][C:8]2[CH:11]=[C:12]([C:15]3([C:31]#[N:32])[C:24]4[C:19](=[CH:20][CH:21]=[CH:22][CH:23]=4)[CH2:18][N:17]([CH3:25])[CH2:16]3)[CH:13]=[CH:14][C:7]1=2. The yield is 0.0600. (4) The reactants are C(O)(=O)C.C([N:12]1[CH2:17][CH2:16][C@@H:15]([CH3:18])[C@@H:14]([N:19]([CH3:29])[C:20]2[C:21]3[CH:28]=[CH:27][NH:26][C:22]=3[N:23]=[CH:24][N:25]=2)[CH2:13]1)C1C=CC=CC=1.[H][H].ClCCl. The yield is 0.810. The product is [CH3:29][N:19]([C@@H:14]1[C@H:15]([CH3:18])[CH2:16][CH2:17][NH:12][CH2:13]1)[C:20]1[C:21]2[CH:28]=[CH:27][NH:26][C:22]=2[N:23]=[CH:24][N:25]=1. The catalyst is C(O)(C)C.O.[OH-].[OH-].[Pd+2]. (5) The product is [Br:1][C:2]1[CH:7]=[CH:6][CH:5]=[CH:4][C:3]=1[CH2:8][CH:10]1[CH2:13][CH2:12][CH2:11]1. No catalyst specified. The yield is 0.170. The reactants are [Br:1][C:2]1[CH:7]=[CH:6][CH:5]=[CH:4][C:3]=1[CH2:8]Br.[CH:10]1([Mg]Br)[CH2:13][CH2:12][CH2:11]1. (6) The reactants are [O:1]1[C:5]2([CH2:10][CH2:9][CH2:8][CH2:7][CH2:6]2)[O:4][C@@H:3]([CH2:11][OH:12])[C@@H:2]1[CH2:13][OH:14].[H-].[Na+].I[CH3:18]. The catalyst is CN(C=O)C. The product is [CH3:18][O:12][CH2:11][C@@H:3]1[O:4][C:5]2([CH2:10][CH2:9][CH2:8][CH2:7][CH2:6]2)[O:1][C@H:2]1[CH2:13][OH:14]. The yield is 0.450. (7) The reactants are [Cl:1][C:2]1[CH:7]=[CH:6][C:5]([CH:8]2[C@H:13]([O:14][CH2:15][C:16]3[CH:21]=[CH:20][CH:19]=[CH:18][CH:17]=3)[C@@H:12]([O:22][CH2:23][C:24]3[CH:29]=[CH:28][CH:27]=[CH:26][CH:25]=3)[C@H:11]([O:30][CH2:31][C:32]3[CH:37]=[CH:36][CH:35]=[CH:34][CH:33]=3)[C@@H:10]([CH2:38][O:39][CH2:40][C:41]3[CH:46]=[CH:45][CH:44]=[CH:43][CH:42]=3)[O:9]2)=[CH:4][C:3]=1[CH2:47][C:48]#[N:49]. The catalyst is C(O)C. The product is [Cl:1][C:2]1[CH:7]=[CH:6][C:5]([C@H:8]2[C@H:13]([O:14][CH2:15][C:16]3[CH:17]=[CH:18][CH:19]=[CH:20][CH:21]=3)[C@@H:12]([O:22][CH2:23][C:24]3[CH:29]=[CH:28][CH:27]=[CH:26][CH:25]=3)[C@H:11]([O:30][CH2:31][C:32]3[CH:33]=[CH:34][CH:35]=[CH:36][CH:37]=3)[C@@H:10]([CH2:38][O:39][CH2:40][C:41]3[CH:42]=[CH:43][CH:44]=[CH:45][CH:46]=3)[O:9]2)=[CH:4][C:3]=1[CH2:47][C:48]#[N:49]. The yield is 0.510. (8) The yield is 0.660. The product is [CH3:23][O:22][C:20](=[O:21])[CH2:19][C@H:14]1[C:15](=[O:17])[N:28]([CH2:27][CH2:26][O:25][CH3:24])[CH2:11][C:5]2[C:6]3[CH:7]=[N:8][NH:9][C:10]=3[C:2]([Br:1])=[CH:3][C:4]=2[CH2:13]1. No catalyst specified. The reactants are [Br:1][C:2]1[CH:3]=[C:4]([CH2:13][C@@H:14]([CH2:19][C:20]([O:22][CH3:23])=[O:21])[C:15]([O:17]C)=O)[C:5]([CH2:11]Cl)=[C:6]2[C:10]=1[NH:9][N:8]=[CH:7]2.[CH3:24][O:25][CH2:26][CH2:27][NH2:28].COC(=O)C[C@H]1C(=O)N(CC2CC2)CC2C3C=NNC=3C(Br)=CC=2C1. (9) The reactants are O[C:2]1[CH:3]=[C:4]([NH:8][C:9]2[N:14]=[C:13]([NH:15][C:16]3[CH:21]=[CH:20][CH:19]=[C:18](O)[CH:17]=3)[C:12]([F:23])=[CH:11][N:10]=2)[CH:5]=[CH:6][CH:7]=1.[NH2:24][C:25]1C=C(C=CC=1)C#N.Cl[C:34]1N=C(Cl)C(F)=C[N:35]=1. No catalyst specified. The product is [C:25]([C:2]1[CH:3]=[C:4]([NH:8][C:9]2[N:14]=[C:13]([NH:15][C:16]3[CH:21]=[CH:20][CH:19]=[C:18]([C:34]#[N:35])[CH:17]=3)[C:12]([F:23])=[CH:11][N:10]=2)[CH:5]=[CH:6][CH:7]=1)#[N:24]. The yield is 0.760.